Predict which catalyst facilitates the given reaction. From a dataset of Catalyst prediction with 721,799 reactions and 888 catalyst types from USPTO. (1) Reactant: [N:1]12[CH2:8][CH2:7][CH:4]([CH2:5][CH2:6]1)[C:3](=O)[CH2:2]2.[OH-].[K+].CCOP(OCC)([CH2:17][C:18]#[N:19])=O.[Na+].[Cl-]. Product: [C:18]([CH:17]=[C:3]1[CH:4]2[CH2:7][CH2:8][N:1]([CH2:6][CH2:5]2)[CH2:2]1)#[N:19]. The catalyst class is: 6. (2) Reactant: [CH2:1]([N:8]1[CH2:13][CH2:12][N:11]([C:14](=[O:29])[C:15]2[CH:20]=[C:19]([C:21]([F:24])([F:23])[F:22])[CH:18]=[C:17]([C:25]([F:28])([F:27])[F:26])[CH:16]=2)[C@H:10]([CH2:30][C:31]2[CH:36]=[CH:35][C:34]([CH3:37])=[C:33]([O:38]C)[CH:32]=2)[CH2:9]1)[C:2]1[CH:7]=[CH:6][CH:5]=[CH:4][CH:3]=1.B(Br)(Br)Br.C(=O)([O-])O.[Na+]. Product: [CH2:1]([N:8]1[CH2:13][CH2:12][N:11]([C:14](=[O:29])[C:15]2[CH:20]=[C:19]([C:21]([F:22])([F:23])[F:24])[CH:18]=[C:17]([C:25]([F:28])([F:27])[F:26])[CH:16]=2)[C@H:10]([CH2:30][C:31]2[CH:36]=[CH:35][C:34]([CH3:37])=[C:33]([OH:38])[CH:32]=2)[CH2:9]1)[C:2]1[CH:7]=[CH:6][CH:5]=[CH:4][CH:3]=1. The catalyst class is: 4. (3) Reactant: [C:1]([O:5][C:6]([CH:8]1[CH2:13][CH2:12][N:11]([C:14]2[C:22]([C:23]#[N:24])=[CH:21][C:17]([C:18]([OH:20])=[O:19])=[C:16]([CH3:25])[N:15]=2)[CH2:10][CH2:9]1)=[O:7])([CH3:4])([CH3:3])[CH3:2].[CH2:26](O)[C:27]([CH3:30])([CH3:29])[CH3:28].CCN=C=NCCCN(C)C.C1C=CC2N(O)N=NC=2C=1.CCN(C(C)C)C(C)C. Product: [C:1]([O:5][C:6]([CH:8]1[CH2:13][CH2:12][N:11]([C:14]2[C:22]([C:23]#[N:24])=[CH:21][C:17]([C:18]([O:20][CH2:26][C:27]([CH3:30])([CH3:29])[CH3:28])=[O:19])=[C:16]([CH3:25])[N:15]=2)[CH2:10][CH2:9]1)=[O:7])([CH3:4])([CH3:3])[CH3:2]. The catalyst class is: 25. (4) Reactant: Cl[C:2]1[C:3]2[S:23](=[O:24])[CH2:22][CH2:21][C:4]=2[N:5]=[C:6]([N:8]2[CH2:13][CH2:12][N:11]([C:14]3[CH:19]=[CH:18][C:17]([Cl:20])=[CH:16][CH:15]=3)[CH2:10][CH2:9]2)[N:7]=1.[NH2:25][C@H:26]([CH:29]([CH3:31])[CH3:30])[CH2:27][OH:28].C(N(C(C)C)CC)(C)C.O. Product: [Cl:20][C:17]1[CH:18]=[CH:19][C:14]([N:11]2[CH2:12][CH2:13][N:8]([C:6]3[N:7]=[C:2]([NH:25][C@H:26]([CH:29]([CH3:31])[CH3:30])[CH2:27][OH:28])[C:3]4[S:23](=[O:24])[CH2:22][CH2:21][C:4]=4[N:5]=3)[CH2:9][CH2:10]2)=[CH:15][CH:16]=1. The catalyst class is: 12. (5) Reactant: Cl.[O:2]1[B:7]2[O:8][CH2:9][C:10]3[CH2:11][O:12][CH:13]=[CH:14][C:5]([C:6]=32)=[CH:4][CH:3]1[CH2:15][NH2:16].C(N(CC)CC)C.[C:24](O[C:24]([O:26][C:27]([CH3:30])([CH3:29])[CH3:28])=[O:25])([O:26][C:27]([CH3:30])([CH3:29])[CH3:28])=[O:25]. Product: [O:2]1[B:7]2[O:8][CH2:9][C:10]3[CH2:11][O:12][CH:13]=[CH:14][C:5]([C:6]=32)=[CH:4][CH:3]1[CH2:15][NH:16][C:24](=[O:25])[O:26][C:27]([CH3:30])([CH3:29])[CH3:28]. The catalyst class is: 4. (6) Reactant: [N:1]1[CH:6]=[CH:5][CH:4]=[N:3][C:2]=1[CH2:7][C:8]([O:10][CH3:11])=[O:9].C([O-])(O)=O.[Na+].Cl[CH2:18][CH:19]=O.[Br-].[Li+]. Product: [N:1]1[C:2]2[N:3]([CH:18]=[CH:19][C:7]=2[C:8]([O:10][CH3:11])=[O:9])[CH:4]=[CH:5][CH:6]=1. The catalyst class is: 21.